Task: Predict which catalyst facilitates the given reaction.. Dataset: Catalyst prediction with 721,799 reactions and 888 catalyst types from USPTO (1) Reactant: [CH3:1][O:2][C:3]([CH3:31])([CH3:30])[C@H:4]([C:24]1[CH:29]=[CH:28][CH:27]=[CH:26][CH:25]=1)[N:5](CC1C=CC(OC)=CC=1)CC1C=CC(OC)=CC=1. Product: [CH3:1][O:2][C:3]([CH3:31])([CH3:30])[C@H:4]([C:24]1[CH:29]=[CH:28][CH:27]=[CH:26][CH:25]=1)[NH2:5]. The catalyst class is: 19. (2) Reactant: [Na].[CH3:2][C:3](=[O:9])[CH2:4][C:5](=[O:8])[CH2:6][CH3:7].Br[CH2:11][C:12]([C:14]1[CH:15]=[C:16]2[C:21](=[C:22]([F:24])[CH:23]=1)[O:20][CH2:19][CH2:18][C:17]2([CH3:26])[CH3:25])=[O:13].O. Product: [C:3]([CH:4]([C:5](=[O:8])[CH2:6][CH3:7])[CH2:11][C:12]([C:14]1[CH:15]=[C:16]2[C:21](=[C:22]([F:24])[CH:23]=1)[O:20][CH2:19][CH2:18][C:17]2([CH3:26])[CH3:25])=[O:13])(=[O:9])[CH3:2]. The catalyst class is: 11. (3) Reactant: N1C=CC=CC=1.[C:7]([O:11][C:12](=[O:25])[NH:13][C:14]1[O:18][N:17]=[C:16]([C:19]([CH3:24])([CH3:23])[CH2:20][NH:21][CH3:22])[CH:15]=1)([CH3:10])([CH3:9])[CH3:8].[C:26](Cl)(=[O:28])[CH3:27]. Product: [C:7]([O:11][C:12](=[O:25])[NH:13][C:14]1[O:18][N:17]=[C:16]([C:19]([CH3:24])([CH3:23])[CH2:20][N:21]([C:26](=[O:28])[CH3:27])[CH3:22])[CH:15]=1)([CH3:10])([CH3:9])[CH3:8]. The catalyst class is: 1. (4) Reactant: Cl[C:2]1[N:7]=[C:6]([NH:8][C@H:9]([CH2:13][C:14]2[S:15][CH:16]=[CH:17][CH:18]=2)[C:10]([NH2:12])=[O:11])[CH:5]=[N:4][C:3]=1[C:19]#[N:20].[NH2:21][C:22]1[CH:23]=[C:24]2[C:29](=[CH:30][CH:31]=1)[N:28]=[CH:27][CH:26]=[CH:25]2.C([O-])([O-])=O.[K+].[K+].C1C=CC(P(C2C(C3C(P(C4C=CC=CC=4)C4C=CC=CC=4)=CC=C4C=3C=CC=C4)=C3C(C=CC=C3)=CC=2)C2C=CC=CC=2)=CC=1. Product: [C:19]([C:3]1[N:4]=[CH:5][C:6]([NH:8][C@H:9]([CH2:13][C:14]2[S:15][CH:16]=[CH:17][CH:18]=2)[C:10]([NH2:12])=[O:11])=[N:7][C:2]=1[NH:21][C:22]1[CH:23]=[C:24]2[C:29](=[CH:30][CH:31]=1)[N:28]=[CH:27][CH:26]=[CH:25]2)#[N:20]. The catalyst class is: 231. (5) Reactant: [CH2:1]([O:8][CH2:9][CH:10]1[O:15][CH2:14][CH:13]([OH:16])[CH2:12][CH2:11]1)[C:2]1[CH:7]=[CH:6][CH:5]=[CH:4][CH:3]=1.CC(OI1(OC(C)=O)(OC(C)=O)OC(=O)C2C1=CC=CC=2)=O. Product: [CH2:1]([O:8][CH2:9][CH:10]1[O:15][CH2:14][C:13](=[O:16])[CH2:12][CH2:11]1)[C:2]1[CH:3]=[CH:4][CH:5]=[CH:6][CH:7]=1. The catalyst class is: 4.